Dataset: Reaction yield outcomes from USPTO patents with 853,638 reactions. Task: Predict the reaction yield, written as a fraction of the theoretical maximum amount of product (1.0 means a 100% yield; for example, 0.34 means a 34% yield). (1) The reactants are [CH3:1][O:2][C:3]1[CH:12]=[CH:11][C:6]2[N:7]=[C:8]([CH3:10])[S:9][C:5]=2[CH:4]=1.[Br:13][CH2:14][CH2:15][OH:16]. The product is [Br-:13].[OH:16][CH2:15][CH2:14][N+:7]1[C:6]2[CH:11]=[CH:12][C:3]([O:2][CH3:1])=[CH:4][C:5]=2[S:9][C:8]=1[CH3:10]. The yield is 0.300. The catalyst is C(OCC)(=O)C. (2) The reactants are [Cl:1][C:2]1[N:3]=[C:4]([N:11]2[CH2:16][CH2:15][O:14][CH2:13][CH2:12]2)[C:5]2[CH:10]=[CH:9][NH:8][C:6]=2[N:7]=1.Cl.[CH3:18][N:19]([CH3:23])[CH2:20][CH2:21]Cl.C([O-])([O-])=O.[Cs+].[Cs+].O. The catalyst is CN(C=O)C. The product is [Cl:1][C:2]1[N:3]=[C:4]([N:11]2[CH2:16][CH2:15][O:14][CH2:13][CH2:12]2)[C:5]2[CH:10]=[CH:9][N:8]([CH2:21][CH2:20][N:19]([CH3:23])[CH3:18])[C:6]=2[N:7]=1. The yield is 0.840. (3) The reactants are [CH3:1][C:2]([S:9][CH2:10][C@@H:11]1[CH2:16][CH2:15][CH2:14][CH2:13][O:12]1)([CH3:8])[C:3]([O:5]CC)=[O:4].O.[OH-].[Li+]. The catalyst is O1CCOCC1.O. The product is [CH3:8][C:2]([S:9][CH2:10][C@@H:11]1[CH2:16][CH2:15][CH2:14][CH2:13][O:12]1)([CH3:1])[C:3]([OH:5])=[O:4]. The yield is 0.890. (4) The reactants are [CH3:1][C:2]1[C:3]([CH:8]2[CH2:13][CH2:12][CH2:11][CH:10]([C:14]3[C:19]([CH3:20])=[CH:18][CH:17]=[CH:16][N:15]=3)[N:9]2[CH2:21][CH2:22][CH2:23][CH2:24][NH2:25])=[N:4][CH:5]=[CH:6][CH:7]=1.[C:26]([N:33]1C=CN=C1)(N1C=CN=C1)=[O:27].CCN(C(C)C)C(C)C.N[OH:48].O. The catalyst is C1COCC1.C(Cl)Cl. The product is [CH3:20][C:19]1[C:14]([CH:10]2[CH2:11][CH2:12][CH2:13][CH:8]([C:3]3[C:2]([CH3:1])=[CH:7][CH:6]=[CH:5][N:4]=3)[N:9]2[CH2:21][CH2:22][CH2:23][CH2:24][N:25]([OH:48])[C:26]([NH2:33])=[O:27])=[N:15][CH:16]=[CH:17][CH:18]=1. The yield is 0.440. (5) The product is [NH2:21][C:17]1[CH:16]=[C:15]([S:12]([N:11]([O:24][CH:25]2[CH2:26][CH2:27][CH2:28][CH2:29][CH2:30]2)[CH2:10][C@@H:9]([OH:31])[C@@H:8]([NH:32][C:33](=[O:43])[O:34][C@@H:35]2[C@H:42]3[C@H:38]([O:39][CH2:40][CH2:41]3)[O:37][CH2:36]2)[CH2:1][C:2]2[CH:3]=[CH:4][CH:5]=[CH:6][CH:7]=2)(=[O:14])=[O:13])[CH:20]=[CH:19][CH:18]=1. The reactants are [CH2:1]([C@H:8]([NH:32][C:33](=[O:43])[O:34][C@@H:35]1[C@H:42]2[C@H:38]([O:39][CH2:40][CH2:41]2)[O:37][CH2:36]1)[C@H:9]([OH:31])[CH2:10][N:11]([O:24][CH:25]1[CH2:30][CH2:29][CH2:28][CH2:27][CH2:26]1)[S:12]([C:15]1[CH:20]=[CH:19][CH:18]=[C:17]([N+:21]([O-])=O)[CH:16]=1)(=[O:14])=[O:13])[C:2]1[CH:7]=[CH:6][CH:5]=[CH:4][CH:3]=1. The yield is 0.930. The catalyst is C(O)C.[Pd]. (6) The reactants are [F:1][C:2]1[CH:7]=[CH:6][CH:5]=[C:4]([F:8])[C:3]=1[N:9]1[C:14]2[N:15]=[C:16]([NH:27][CH2:28][CH2:29][NH2:30])[N:17]=[C:18]([C:19]3[CH:24]=[CH:23][C:22]([F:25])=[CH:21][C:20]=3[CH3:26])[C:13]=2[CH:12]=[CH:11][C:10]1=[O:31].[C:32]1([N:38]=[C:39]=[O:40])[CH:37]=[CH:36][CH:35]=[CH:34][CH:33]=1. No catalyst specified. The product is [F:1][C:2]1[CH:7]=[CH:6][CH:5]=[C:4]([F:8])[C:3]=1[N:9]1[C:14]2[N:15]=[C:16]([NH:27][CH2:28][CH2:29][NH:30][C:39]([NH:38][C:32]3[CH:37]=[CH:36][CH:35]=[CH:34][CH:33]=3)=[O:40])[N:17]=[C:18]([C:19]3[CH:24]=[CH:23][C:22]([F:25])=[CH:21][C:20]=3[CH3:26])[C:13]=2[CH:12]=[CH:11][C:10]1=[O:31]. The yield is 0.790. (7) The reactants are C([N:8](CC1C=CC=CC=1)[CH:9]([CH2:22][O:23][CH:24]([F:26])[F:25])[C:10]([NH:12][CH2:13][C:14]1[CH:19]=[CH:18][C:17]([F:20])=[C:16]([F:21])[CH:15]=1)=[O:11])C1C=CC=CC=1.C(N(CC)CC)C.C(OC(=O)C)(=O)C. The catalyst is C(O)C.ClCCl.[OH-].[OH-].[Pd+2]. The product is [NH2:8][CH:9]([CH2:22][O:23][CH:24]([F:25])[F:26])[C:10]([NH:12][CH2:13][C:14]1[CH:19]=[CH:18][C:17]([F:20])=[C:16]([F:21])[CH:15]=1)=[O:11]. The yield is 0.600. (8) The reactants are B(Br)(Br)Br.C(Cl)Cl.C[O:9][C:10]1[CH:11]=[C:12]([CH:15]=[CH:16][C:17]=1[F:18])[CH:13]=[O:14].O. The catalyst is C(OCC)(=O)C. The product is [F:18][C:17]1[CH:16]=[CH:15][C:12]([CH:13]=[O:14])=[CH:11][C:10]=1[OH:9]. The yield is 0.790. (9) The reactants are [S:1]1[CH2:5][CH2:4][N:3]=[C:2]1[C:6]1[NH:7][C:8]2[C:13]([CH:14]=1)=[CH:12][CH:11]=[CH:10][C:9]=2[NH2:15].[C:16]1(=O)[CH2:20][CH2:19][CH2:18][CH2:17]1.C(O[BH-](OC(=O)C)OC(=O)C)(=O)C.[Na+]. The catalyst is ClCCCl. The product is [CH:16]1([NH:15][C:9]2[CH:10]=[CH:11][CH:12]=[C:13]3[C:8]=2[NH:7][C:6]([C:2]2[S:1][CH2:5][CH2:4][N:3]=2)=[CH:14]3)[CH2:20][CH2:19][CH2:18][CH2:17]1. The yield is 0.340.